Dataset: Retrosynthesis with 50K atom-mapped reactions and 10 reaction types from USPTO. Task: Predict the reactants needed to synthesize the given product. (1) Given the product Nc1cccc(C(=O)N2CCC(O)CC2)c1, predict the reactants needed to synthesize it. The reactants are: O=C(c1cccc([N+](=O)[O-])c1)N1CCC(O)CC1. (2) Given the product CC(=O)NNc1nc(O)nc(-c2ccc(Cl)cc2)n1, predict the reactants needed to synthesize it. The reactants are: CC(=O)OC(C)=O.NNc1nc(O)nc(-c2ccc(Cl)cc2)n1. (3) The reactants are: COc1cc(-c2nc3ccc(O)cc3n2Cc2ccccc2C(F)(F)F)cc(OC)c1OC.ClCCN1CCCCC1. Given the product COc1cc(-c2nc3ccc(OCCN4CCCCC4)cc3n2Cc2ccccc2C(F)(F)F)cc(OC)c1OC, predict the reactants needed to synthesize it. (4) Given the product O=C(c1ccc(F)cc1)c1cn(-c2cccc(-c3cccnc3F)c2)cn1, predict the reactants needed to synthesize it. The reactants are: CON(C)C(=O)c1cn(-c2cccc(-c3cccnc3F)c2)cn1.Fc1ccc(Br)cc1. (5) Given the product O=C(O)[C@@H]1C[C@@H](Cc2ccccc2)CN1C(=O)OCc1ccccc1, predict the reactants needed to synthesize it. The reactants are: O=C(Cl)OCc1ccccc1.O=C(O)[C@@H]1C[C@@H](Cc2ccccc2)CN1. (6) Given the product Cc1c(O)cc2cc(C(=O)CN3CCOCC3)oc2c1C, predict the reactants needed to synthesize it. The reactants are: CC(=O)Oc1cc2cc(C(=O)CN3CCOCC3)oc2c(C)c1C. (7) The reactants are: COc1cc(B(O)O)ccn1.Clc1ccc2ncc(Br)n2c1. Given the product COc1cc(-c2cnc3ccc(Cl)cn23)ccn1, predict the reactants needed to synthesize it.